Dataset: Full USPTO retrosynthesis dataset with 1.9M reactions from patents (1976-2016). Task: Predict the reactants needed to synthesize the given product. (1) Given the product [Cl:1][C:2]1[CH:3]=[C:4]([CH:8]=[CH:9][C:10]=1[C:11]([N:13]1[CH2:17][CH:16]=[CH:15][CH2:14]1)=[O:12])[C:5]([NH:61][C@H:57]([C:55]1[NH:54][C:53]2[CH:62]=[CH:63][C:50]([Cl:49])=[CH:51][C:52]=2[N:56]=1)[CH2:58][CH2:59][CH3:60])=[O:7], predict the reactants needed to synthesize it. The reactants are: [Cl:1][C:2]1[CH:3]=[C:4]([CH:8]=[CH:9][C:10]=1[C:11]([N:13]1[CH2:17][CH:16]=[CH:15][CH2:14]1)=[O:12])[C:5]([OH:7])=O.CN(C(ON1N=NC2C=CC=CC1=2)=[N+](C)C)C.[B-](F)(F)(F)F.C(N(C(C)C)CC)(C)C.[Cl:49][C:50]1[CH:63]=[CH:62][C:53]2[NH:54][C:55]([C@@H:57]([NH2:61])[CH2:58][CH2:59][CH3:60])=[N:56][C:52]=2[CH:51]=1.ClCl. (2) Given the product [C:27]1([CH:33]([C:57]2[CH:62]=[CH:61][CH:60]=[CH:59][CH:58]=2)[N:34]2[C:42]3[C:37](=[CH:38][CH:39]=[CH:40][CH:41]=3)[CH:36]([C:43]3[CH:48]=[CH:47][C:46]([O:49][C:50]([F:52])([F:53])[F:51])=[CH:45][C:44]=3[OH:54])[C:35]2=[O:56])[CH:28]=[CH:29][CH:30]=[CH:31][CH:32]=1, predict the reactants needed to synthesize it. The reactants are: C1(CCN2C3C(=CC=CC=3)C(O)(C3C(O)=CC4OCOC=4C=3)C2=O)CC1.[C:27]1([CH:33]([C:57]2[CH:62]=[CH:61][CH:60]=[CH:59][CH:58]=2)[N:34]2[C:42]3[C:37](=[CH:38][CH:39]=[CH:40][CH:41]=3)[C:36](O)([C:43]3[CH:48]=[CH:47][C:46]([O:49][C:50]([F:53])([F:52])[F:51])=[CH:45][C:44]=3[OH:54])[C:35]2=[O:56])[CH:32]=[CH:31][CH:30]=[CH:29][CH:28]=1. (3) Given the product [Cl:1][C:2]1[N:11]2[C:5]([C:6](=[C:16]3[CH2:21][CH2:20][NH:19][CH2:18][CH2:17]3)[C:7]3[CH:15]=[CH:14][CH:13]=[CH:12][C:8]=3[CH2:9][CH2:10]2)=[N:4][CH:3]=1, predict the reactants needed to synthesize it. The reactants are: [Cl:1][C:2]1[N:11]2[C:5]([C:6](=[C:16]3[CH2:21][CH2:20][N:19](C(OCC)=O)[CH2:18][CH2:17]3)[C:7]3[CH:15]=[CH:14][CH:13]=[CH:12][C:8]=3[CH2:9][CH2:10]2)=[N:4][CH:3]=1.[OH-].[K+]. (4) Given the product [CH3:45][O:44][C:42](=[O:43])[CH2:41][CH2:40][CH2:30][O:29][C:26]1[CH:25]=[CH:24][C:23]([C:20]2[CH:21]=[CH:22][C:17](/[CH:16]=[CH:15]/[C:11]3[N:12]([CH3:14])[CH:13]=[C:9]([C:3]4[CH:4]=[CH:5][C:6]([Cl:8])=[CH:7][C:2]=4[Cl:1])[N:10]=3)=[CH:18][CH:19]=2)=[CH:28][CH:27]=1, predict the reactants needed to synthesize it. The reactants are: [Cl:1][C:2]1[CH:7]=[C:6]([Cl:8])[CH:5]=[CH:4][C:3]=1[C:9]1[N:10]=[C:11](/[CH:15]=[CH:16]/[C:17]2[CH:22]=[CH:21][C:20]([C:23]3[CH:28]=[CH:27][C:26]([O:29][CH3:30])=[CH:25][CH:24]=3)=[CH:19][CH:18]=2)[N:12]([CH3:14])[CH:13]=1.C1(O)C=CC=CC=1.BrC[CH2:40][CH2:41][C:42]([O:44][CH3:45])=[O:43].